Dataset: Reaction yield outcomes from USPTO patents with 853,638 reactions. Task: Predict the reaction yield, written as a fraction of the theoretical maximum amount of product (1.0 means a 100% yield; for example, 0.34 means a 34% yield). (1) The reactants are Br[C:2]1[CH:3]=[CH:4][C:5]2[O:6][CH2:7][C:8](=[O:12])[NH:9][C:10]=2[N:11]=1.[C:13]1(/[CH:19]=[CH:20]/B(O)O)[CH:18]=[CH:17][CH:16]=[CH:15][CH:14]=1.C(=O)([O-])[O-].[K+].[K+]. The catalyst is O1CCOCC1.O.CCOC(C)=O.C1C=CC([P]([Pd]([P](C2C=CC=CC=2)(C2C=CC=CC=2)C2C=CC=CC=2)([P](C2C=CC=CC=2)(C2C=CC=CC=2)C2C=CC=CC=2)[P](C2C=CC=CC=2)(C2C=CC=CC=2)C2C=CC=CC=2)(C2C=CC=CC=2)C2C=CC=CC=2)=CC=1. The product is [CH:20](/[C:2]1[CH:3]=[CH:4][C:5]2[O:6][CH2:7][C:8](=[O:12])[NH:9][C:10]=2[N:11]=1)=[CH:19]\[C:13]1[CH:18]=[CH:17][CH:16]=[CH:15][CH:14]=1. The yield is 0.380. (2) The reactants are [C:1]([O:5][C:6]([NH:8][CH2:9][C:10]1[N:11]([CH2:33][CH:34]([CH3:36])[CH3:35])[C:12](=[O:32])[C:13]2[C:18]([C:19]=1[C:20]1[CH:25]=[CH:24][C:23]([Cl:26])=[CH:22][CH:21]=1)=[CH:17][C:16](/[CH:27]=[CH:28]/[C:29]([OH:31])=O)=[CH:15][CH:14]=2)=[O:7])([CH3:4])([CH3:3])[CH3:2].Cl.C([N:40]=C=NCCCN(C)C)C.[NH4+].ON1C2C=CC=CC=2N=N1.O. The catalyst is CN(C)C=O. The product is [C:1]([O:5][C:6]([NH:8][CH2:9][C:10]1[N:11]([CH2:33][CH:34]([CH3:36])[CH3:35])[C:12](=[O:32])[C:13]2[C:18]([C:19]=1[C:20]1[CH:21]=[CH:22][C:23]([Cl:26])=[CH:24][CH:25]=1)=[CH:17][C:16](/[CH:27]=[CH:28]/[C:29]([NH2:40])=[O:31])=[CH:15][CH:14]=2)=[O:7])([CH3:4])([CH3:2])[CH3:3]. The yield is 0.900. (3) The reactants are [CH3:1][CH:2]([CH3:45])[CH2:3][C@H:4]([N:15]([CH2:37][O:38][C:39](=[O:44])[C:40]([CH3:43])([CH3:42])[CH3:41])[C:16](=[O:36])[C@@H:17]([NH:26][C:27](=[O:35])[CH2:28][N:29]1[CH2:34][CH2:33][O:32][CH2:31][CH2:30]1)[CH2:18][CH2:19][C:20]1[CH:25]=[CH:24][CH:23]=[CH:22][CH:21]=1)[C:5]([O:7]CC1C=CC=CC=1)=[O:6]. The catalyst is CO.O.CO.[Pd]. The product is [CH3:1][CH:2]([CH3:45])[CH2:3][C@H:4]([N:15]([CH2:37][O:38][C:39](=[O:44])[C:40]([CH3:43])([CH3:42])[CH3:41])[C:16](=[O:36])[C@@H:17]([NH:26][C:27](=[O:35])[CH2:28][N:29]1[CH2:34][CH2:33][O:32][CH2:31][CH2:30]1)[CH2:18][CH2:19][C:20]1[CH:25]=[CH:24][CH:23]=[CH:22][CH:21]=1)[C:5]([OH:7])=[O:6]. The yield is 0.920. (4) The reactants are COC[O:4][C:5]1[CH:10]=[C:9]([O:11]COC)[CH:8]=[CH:7][C:6]=1[CH:15]1[CH2:20][CH2:19][CH2:18][C:17]([CH2:22][OH:23])([OH:21])[CH2:16]1. The catalyst is CO. The product is [OH:21][C:17]1([CH2:22][OH:23])[CH2:18][CH2:19][CH2:20][CH:15]([C:6]2[CH:7]=[CH:8][C:9]([OH:11])=[CH:10][C:5]=2[OH:4])[CH2:16]1. The yield is 0.240.